The task is: Predict the reactants needed to synthesize the given product.. This data is from Full USPTO retrosynthesis dataset with 1.9M reactions from patents (1976-2016). (1) Given the product [CH3:1][N:2]1[C:6]2[CH:7]=[CH:8][C:9]([C:11]3[CH:12]=[N:13][CH:14]=[C:15]4[C:20]=3[N:19]=[C:18]([CH2:21][NH2:27])[CH:17]=[CH:16]4)=[CH:10][C:5]=2[CH2:4][S:3]1(=[O:24])=[O:23], predict the reactants needed to synthesize it. The reactants are: [CH3:1][N:2]1[C:6]2[CH:7]=[CH:8][C:9]([C:11]3[CH:12]=[N:13][CH:14]=[C:15]4[C:20]=3[N:19]=[C:18]([CH2:21]O)[CH:17]=[CH:16]4)=[CH:10][C:5]=2[CH2:4][S:3]1(=[O:24])=[O:23].C([N:27](CC)CC)C.CS(Cl)(=O)=O.N.CO. (2) Given the product [CH2:1]([C@@H:5]1[N:10]([C:24]([C@@H:22]2[CH2:23][C@H:21]2[C:15]2[CH:20]=[CH:19][CH:18]=[CH:17][CH:16]=2)=[O:25])[CH2:9][C@H:8]([CH2:11][CH2:12][CH3:13])[NH:7][C:6]1=[O:14])[CH:2]([CH3:4])[CH3:3], predict the reactants needed to synthesize it. The reactants are: [CH2:1]([C@@H:5]1[NH:10][CH2:9][C@H:8]([CH2:11][CH2:12][CH3:13])[NH:7][C:6]1=[O:14])[CH:2]([CH3:4])[CH3:3].[C:15]1([C@@H:21]2[CH2:23][C@H:22]2[C:24](O)=[O:25])[CH:20]=[CH:19][CH:18]=[CH:17][CH:16]=1.C([C@@H]1N(C(=O)/C=C/C2C=CC=CC=2)C[C@H](CC(C)C)NC1=O)C(C)C. (3) Given the product [Br:1][C:2]1[C:3]([O:27][CH:29]2[CH2:33][CH2:32][CH2:31][CH2:30]2)=[N:4][C:5]([CH:8]([N:10]2[CH2:15][CH2:14][N:13]([S:16]([C:19]3[CH:24]=[CH:23][C:22]([O:25][CH3:26])=[CH:21][CH:20]=3)(=[O:18])=[O:17])[CH2:12][CH2:11]2)[CH3:9])=[N:6][CH:7]=1, predict the reactants needed to synthesize it. The reactants are: [Br:1][C:2]1[C:3](=[O:27])[NH:4][C:5]([CH:8]([N:10]2[CH2:15][CH2:14][N:13]([S:16]([C:19]3[CH:24]=[CH:23][C:22]([O:25][CH3:26])=[CH:21][CH:20]=3)(=[O:18])=[O:17])[CH2:12][CH2:11]2)[CH3:9])=[N:6][CH:7]=1.I[CH:29]1[CH2:33][CH2:32][CH2:31][CH2:30]1.C(=O)([O-])[O-].[K+].[K+]. (4) Given the product [NH2:1][C:2]1[C:11]2[N:12]=[C:13]([CH2:24][CH2:25][CH2:26][CH3:27])[N:14]([CH2:15][CH2:16][CH2:17][N:18]([CH2:28][C:30]3[CH:31]=[CH:32][C:33]([CH2:36][C:37]([O:39][CH3:40])=[O:38])=[CH:34][CH:35]=3)[CH2:19][CH2:20][N:21]([CH3:22])[CH3:23])[C:10]=2[C:9]2[CH:8]=[CH:7][CH:6]=[CH:5][C:4]=2[N:3]=1, predict the reactants needed to synthesize it. The reactants are: [NH2:1][C:2]1[C:11]2[N:12]=[C:13]([CH2:24][CH2:25][CH2:26][CH3:27])[N:14]([CH2:15][CH2:16][CH2:17][NH:18][CH2:19][CH2:20][N:21]([CH3:23])[CH3:22])[C:10]=2[C:9]2[CH:8]=[CH:7][CH:6]=[CH:5][C:4]=2[N:3]=1.[CH:28]([C:30]1[CH:35]=[CH:34][C:33]([CH2:36][C:37]([O:39][CH3:40])=[O:38])=[CH:32][CH:31]=1)=O.C(O[BH-](OC(=O)C)OC(=O)C)(=O)C.[Na+]. (5) Given the product [C:1]([O:5][C:6]([N:8]1[CH2:13][CH2:12][CH:11]([C:14]([NH:16][C:17]2[CH:22]=[CH:21][C:20]([Cl:23])=[CH:19][C:18]=2[C:25]([OH:27])=[O:26])=[O:15])[CH2:10][CH2:9]1)=[O:7])([CH3:4])([CH3:3])[CH3:2], predict the reactants needed to synthesize it. The reactants are: [C:1]([O:5][C:6]([N:8]1[CH2:13][CH2:12][CH:11]([C:14]([NH:16][C:17]2[CH:22]=[CH:21][C:20]([Cl:23])=[CH:19][C:18]=2I)=[O:15])[CH2:10][CH2:9]1)=[O:7])([CH3:4])([CH3:3])[CH3:2].[C:25](=O)([O-:27])[O-:26].[K+].[K+].[OH-].[Na+].